This data is from Catalyst prediction with 721,799 reactions and 888 catalyst types from USPTO. The task is: Predict which catalyst facilitates the given reaction. (1) Reactant: Br[C:2]1[C:6]2[N:7]=[C:8]([N:13]3[CH:17]=[C:16]([C:18]([O:20][CH2:21][CH3:22])=[O:19])[CH:15]=[N:14]3)[N:9]=[C:10]([O:11][CH3:12])[C:5]=2[N:4]([CH3:23])[N:3]=1.[C:24]1(B(O)O)[CH:29]=[CH:28][CH:27]=[CH:26][CH:25]=1.P([O-])([O-])([O-])=O.[K+].[K+].[K+].S([O-])([O-])(=O)=O.[Na+].[Na+]. Product: [CH3:12][O:11][C:10]1[C:5]2[N:4]([CH3:23])[N:3]=[C:2]([C:24]3[CH:29]=[CH:28][CH:27]=[CH:26][CH:25]=3)[C:6]=2[N:7]=[C:8]([N:13]2[CH:17]=[C:16]([C:18]([O:20][CH2:21][CH3:22])=[O:19])[CH:15]=[N:14]2)[N:9]=1. The catalyst class is: 12. (2) Reactant: [Cl:1][C:2]1[N:7]=[CH:6][C:5]([CH2:8][N:9]2[C:13](=[O:14])[CH2:12][CH:11]([OH:15])[C:10]2=[O:16])=[CH:4][CH:3]=1.N1C=CC=CC=1.[Br:23][CH2:24][C:25](Br)=[O:26]. Product: [Br:23][CH2:24][C:25]([O:15][CH:11]1[CH2:12][C:13](=[O:14])[N:9]([CH2:8][C:5]2[CH:6]=[N:7][C:2]([Cl:1])=[CH:3][CH:4]=2)[C:10]1=[O:16])=[O:26]. The catalyst class is: 4. (3) Reactant: [Br:1][C:2]1[CH:3]=[C:4]2[C:9](=[CH:10][CH:11]=1)[N:8]=[CH:7][N:6]=[C:5]2[C:12]1[CH:13]=[C:14]([CH:18]=[CH:19][CH:20]=1)[C:15]([OH:17])=O.CN(C(ON1N=NC2C=CC=CC1=2)=[N+](C)C)C.F[P-](F)(F)(F)(F)F.CCN(C(C)C)C(C)C.[CH3:54][C:55]1([CH3:61])[CH2:60][NH:59][CH2:58][CH2:57][NH:56]1. Product: [Br:1][C:2]1[CH:3]=[C:4]2[C:9](=[CH:10][CH:11]=1)[N:8]=[CH:7][N:6]=[C:5]2[C:12]1[CH:13]=[C:14]([C:15]([N:59]2[CH2:58][CH2:57][NH:56][C:55]([CH3:61])([CH3:54])[CH2:60]2)=[O:17])[CH:18]=[CH:19][CH:20]=1. The catalyst class is: 3. (4) Reactant: [CH:1]1([N:4]([CH2:12][C:13]2[CH:18]=[C:17]([CH2:19][CH2:20][OH:21])[CH:16]=[C:15]([Cl:22])[C:14]=2[Cl:23])[C:5](=[O:11])[O:6][C:7]([CH3:10])([CH3:9])[CH3:8])[CH2:3][CH2:2]1.C(=O)(O)[O-].[Na+]. The catalyst class is: 2. Product: [CH:1]1([N:4]([CH2:12][C:13]2[CH:18]=[C:17]([CH2:19][CH:20]=[O:21])[CH:16]=[C:15]([Cl:22])[C:14]=2[Cl:23])[C:5](=[O:11])[O:6][C:7]([CH3:9])([CH3:10])[CH3:8])[CH2:3][CH2:2]1. (5) Reactant: [Si:1]([O:8][C@@H:9]([C@H:11]1[C:14](=[O:15])[NH:13][C@@H:12]1[CH2:16][C:17]([C:19]1[CH:20]=[C:21]([CH:29]=[CH:30][CH:31]=1)[C:22]([O:24][C:25]([CH3:28])([CH3:27])[CH3:26])=[O:23])=[O:18])[CH3:10])([C:4]([CH3:7])([CH3:6])[CH3:5])([CH3:3])[CH3:2].C(N(CC)CC)C.[C:39]([O:45][CH2:46][O:47][C:48](=[O:52])[C:49](Cl)=[O:50])(=[O:44])[C:40]([CH3:43])([CH3:42])[CH3:41]. Product: [Si:1]([O:8][C@@H:9]([C@H:11]1[C:14](=[O:15])[N:13]([C:49](=[O:50])[C:48]([O:47][CH2:46][O:45][C:39](=[O:44])[C:40]([CH3:41])([CH3:42])[CH3:43])=[O:52])[C@@H:12]1[CH2:16][C:17]([C:19]1[CH:20]=[C:21]([CH:29]=[CH:30][CH:31]=1)[C:22]([O:24][C:25]([CH3:28])([CH3:27])[CH3:26])=[O:23])=[O:18])[CH3:10])([C:4]([CH3:7])([CH3:5])[CH3:6])([CH3:3])[CH3:2]. The catalyst class is: 2.